From a dataset of Full USPTO retrosynthesis dataset with 1.9M reactions from patents (1976-2016). Predict the reactants needed to synthesize the given product. (1) Given the product [NH2:1][C:2]1[N:6]([C:7]2[C:12]([CH3:13])=[CH:11][CH:10]=[CH:9][C:8]=2[Cl:14])[N:5]=[C:4]([CH:15]([CH3:17])[CH3:16])[C:3]=1[C:18]([NH2:19])=[O:20], predict the reactants needed to synthesize it. The reactants are: [NH2:1][C:2]1[N:6]([C:7]2[C:12]([CH3:13])=[CH:11][CH:10]=[CH:9][C:8]=2[Cl:14])[N:5]=[C:4]([CH:15]([CH3:17])[CH3:16])[C:3]=1[C:18]#[N:19].[OH:20]S(O)(=O)=O. (2) Given the product [C:3]([C:6]1[N:11]=[C:10]([C:12]2[CH:17]=[CH:16][C:15]([C:18]3[CH:23]=[CH:22][C:21]([CH2:24][C:25]([OH:27])=[O:26])=[CH:20][C:19]=3[F:29])=[C:14]([F:30])[CH:13]=2)[C:9]([CH3:31])=[N:8][C:7]=1[CH3:32])(=[O:5])[NH2:4], predict the reactants needed to synthesize it. The reactants are: [OH-].[K+].[C:3]([C:6]1[N:11]=[C:10]([C:12]2[CH:17]=[CH:16][C:15]([C:18]3[CH:23]=[CH:22][C:21]([CH2:24][C:25]([O:27]C)=[O:26])=[CH:20][C:19]=3[F:29])=[C:14]([F:30])[CH:13]=2)[C:9]([CH3:31])=[N:8][C:7]=1[CH3:32])(=[O:5])[NH2:4].Cl. (3) Given the product [CH3:20][C@@:10]12[C:17]([CH3:19])([CH3:18])[C@@H:13]([C:14]3[C:15](=[O:16])[N:7]([C:1]4[CH:2]=[CH:3][CH:4]=[CH:5][CH:6]=4)[N:8]([CH2:22][CH2:23][C:24]4[CH:29]=[CH:28][CH:27]=[CH:26][CH:25]=4)[C:9]=31)[CH2:12][CH2:11]2, predict the reactants needed to synthesize it. The reactants are: [C:1]1([N:7]2[C:15](=[O:16])[C:14]3[C@@H:13]4[C:17]([CH3:19])([CH3:18])[C@@:10]([CH3:20])([CH2:11][CH2:12]4)[C:9]=3[NH:8]2)[CH:6]=[CH:5][CH:4]=[CH:3][CH:2]=1.Br[CH2:22][CH2:23][C:24]1[CH:29]=[CH:28][CH:27]=[CH:26][CH:25]=1.ClCCl. (4) Given the product [CH2:12]([O:19][C:20]1[CH:25]=[CH:24][C:23]([S:26]([NH:1][C@@H:2]2[CH2:6][CH2:5][CH2:4][C@:3]2([CH3:11])[C:7]([O:9][CH3:10])=[O:8])(=[O:28])=[O:27])=[CH:22][CH:21]=1)[C:13]1[CH:14]=[CH:15][CH:16]=[CH:17][CH:18]=1, predict the reactants needed to synthesize it. The reactants are: [NH2:1][C@@H:2]1[CH2:6][CH2:5][CH2:4][C@:3]1([CH3:11])[C:7]([O:9][CH3:10])=[O:8].[CH2:12]([O:19][C:20]1[CH:25]=[CH:24][C:23]([S:26](Cl)(=[O:28])=[O:27])=[CH:22][CH:21]=1)[C:13]1[CH:18]=[CH:17][CH:16]=[CH:15][CH:14]=1. (5) Given the product [OH:11][CH2:10][CH2:9][CH2:8][NH:7][C:13]1[CH:20]=[C:19]([N:21]2[C:33]3[CH:32]=[CH:31][CH:30]=[C:29]([C:34]4[CH:35]=[N:36][CH:37]=[C:38]([O:40][CH3:41])[CH:39]=4)[C:28]=3[C:27]3[C:22]2=[CH:23][CH:24]=[CH:25][CH:26]=3)[CH:18]=[CH:17][C:14]=1[C:15]([NH2:16])=[O:2], predict the reactants needed to synthesize it. The reactants are: C(=O)([O-])[O-:2].[K+].[K+].[NH2:7][CH2:8][CH2:9][CH2:10][OH:11].F[C:13]1[CH:20]=[C:19]([N:21]2[C:33]3[CH:32]=[CH:31][CH:30]=[C:29]([C:34]4[CH:35]=[N:36][CH:37]=[C:38]([O:40][CH3:41])[CH:39]=4)[C:28]=3[C:27]3[C:22]2=[CH:23][CH:24]=[CH:25][CH:26]=3)[CH:18]=[CH:17][C:14]=1[C:15]#[N:16].[OH-].[Na+].OO. (6) Given the product [CH2:1]([N:8]1[CH:13]2[CH2:14][CH2:15][CH:9]1[CH2:10][N:11]([C:16]([O:18][C:19]([CH3:22])([CH3:21])[CH3:20])=[O:17])[CH2:12]2)[C:2]1[CH:3]=[CH:4][CH:5]=[CH:6][CH:7]=1, predict the reactants needed to synthesize it. The reactants are: [CH2:1]([N:8]1[CH:13]2[CH2:14][CH2:15][CH:9]1[CH2:10][NH:11][CH2:12]2)[C:2]1[CH:7]=[CH:6][CH:5]=[CH:4][CH:3]=1.[C:16](O[C:16]([O:18][C:19]([CH3:22])([CH3:21])[CH3:20])=[O:17])([O:18][C:19]([CH3:22])([CH3:21])[CH3:20])=[O:17].N[C@H](C(O)=O)CC(O)=O. (7) The reactants are: [Br:1][C:2](=[CH2:6])[C:3]([OH:5])=[O:4].[CH2:7](Br)[C:8]1[CH:13]=[CH:12][CH:11]=[CH:10][CH:9]=1.C([O-])([O-])=O.[K+].[K+]. Given the product [Br:1][C:2](=[CH2:6])[C:3]([O:5][CH2:7][C:8]1[CH:13]=[CH:12][CH:11]=[CH:10][CH:9]=1)=[O:4], predict the reactants needed to synthesize it. (8) Given the product [CH2:79]([N:43]([CH2:39][CH2:40][CH2:41][CH3:42])[C:44]([C:46]1[N:47]=[C:48]([C:57]2[CH:66]=[CH:65][C:60]([C:61]([OH:63])=[O:62])=[CH:59][C:58]=2[C:67]([N:69]2[CH2:78][CH2:77][C:76]3[C:71](=[CH:72][CH:73]=[CH:74][CH:75]=3)[CH2:70]2)=[O:68])[N:49]([CH2:51][CH2:52][CH2:53][N:54]([CH3:55])[CH3:56])[CH:50]=1)=[O:45])[CH2:80][CH2:81][CH3:82], predict the reactants needed to synthesize it. The reactants are: C(N(CCCC)C(C1N=C(C2C=CC(C(O)=O)=CC=2C(N2CCC3C(=CC=CC=3)C2)=O)N(C)C=1)=O)CCC.[CH2:39]([N:43]([CH2:79][CH2:80][CH2:81][CH3:82])[C:44]([C:46]1[N:47]=[C:48]([C:57]2[CH:66]=[CH:65][C:60]([C:61]([O:63]C)=[O:62])=[CH:59][C:58]=2[C:67]([N:69]2[CH2:78][CH2:77][C:76]3[C:71](=[CH:72][CH:73]=[CH:74][CH:75]=3)[CH2:70]2)=[O:68])[N:49]([CH2:51][CH2:52][CH2:53][N:54]([CH3:56])[CH3:55])[CH:50]=1)=[O:45])[CH2:40][CH2:41][CH3:42]. (9) Given the product [C:23]([C@@H:22]([NH:21][C:12]([C:10]1[CH:9]=[CH:8][C:7]([N:15]2[CH2:18][C:17]([F:20])([F:19])[CH2:16]2)=[C:6]([O:5][CH2:4][CH:1]2[CH2:2][CH2:3]2)[N:11]=1)=[O:14])[CH2:26][CH:27]([CH3:29])[CH3:28])(=[O:24])[NH2:25], predict the reactants needed to synthesize it. The reactants are: [CH:1]1([CH2:4][O:5][C:6]2[N:11]=[C:10]([C:12]([OH:14])=O)[CH:9]=[CH:8][C:7]=2[N:15]2[CH2:18][C:17]([F:20])([F:19])[CH2:16]2)[CH2:3][CH2:2]1.[NH2:21][C@@H:22]([CH2:26][CH:27]([CH3:29])[CH3:28])[C:23]([NH2:25])=[O:24]. (10) Given the product [Br:1][C:2]1[CH:3]=[N:4][C:5]2[N:6]([N:8]=[C:9]([C:11]([N:21]3[C:20]([CH3:29])([CH3:28])[CH2:19][C:18]4[C:23](=[CH:24][C:25]([O:26][CH3:27])=[C:16]([O:15][CH3:14])[CH:17]=4)[CH2:22]3)=[O:13])[CH:10]=2)[CH:7]=1, predict the reactants needed to synthesize it. The reactants are: [Br:1][C:2]1[CH:3]=[N:4][C:5]2[N:6]([N:8]=[C:9]([C:11]([OH:13])=O)[CH:10]=2)[CH:7]=1.[CH3:14][O:15][C:16]1[CH:17]=[C:18]2[C:23](=[CH:24][C:25]=1[O:26][CH3:27])[CH2:22][NH:21][C:20]([CH3:29])([CH3:28])[CH2:19]2.